From a dataset of Reaction yield outcomes from USPTO patents with 853,638 reactions. Predict the reaction yield, written as a fraction of the theoretical maximum amount of product (1.0 means a 100% yield; for example, 0.34 means a 34% yield). (1) The reactants are Cl.[OH:2][C@H:3]1[CH2:8][CH2:7][CH2:6][NH:5][CH2:4]1.CCN(C(C)C)C(C)C.[C:18](=O)([O:29]C1C=CC([N+]([O-])=O)=CC=1)[O:19][CH2:20][C:21]1[CH:26]=[C:25]([CH3:27])[N:24]=[C:23]([CH3:28])[CH:22]=1. The catalyst is CN(C=O)C.CN(C1C=CN=CC=1)C. The product is [OH:2][C@H:3]1[CH2:8][CH2:7][CH2:6][N:5]([C:18]([O:19][CH2:20][C:21]2[CH:22]=[C:23]([CH3:28])[N:24]=[C:25]([CH3:27])[CH:26]=2)=[O:29])[CH2:4]1. The yield is 0.470. (2) The reactants are [Cl:1][C:2]1[C:19]([O:20][CH3:21])=[N:18][C:5]2[CH2:6][CH2:7][N:8](C(=O)C(F)(F)F)[CH2:9][CH:10]([CH3:11])[C:4]=2[C:3]=1[Cl:22].C([O-])([O-])=O.[K+].[K+].CO. The catalyst is O. The product is [Cl:1][C:2]1[C:19]([O:20][CH3:21])=[N:18][C:5]2[CH2:6][CH2:7][NH:8][CH2:9][CH:10]([CH3:11])[C:4]=2[C:3]=1[Cl:22]. The yield is 0.900. (3) The reactants are [C:1]([N:4]1[C:12]2[C:7](=[CH:8][CH:9]=[C:10]([N:13]([CH2:24][CH2:25][CH2:26][NH2:27])[C:14](=[O:23])/[CH:15]=[CH:16]/[C:17]3[CH:22]=[CH:21][CH:20]=[CH:19][CH:18]=3)[CH:11]=2)[CH2:6][CH2:5]1)(=[O:3])[CH3:2].[CH:28](=O)[C:29]1[CH:34]=[CH:33][CH:32]=[CH:31][CH:30]=1.[BH4-].[Na+]. The catalyst is CO. The product is [C:1]([N:4]1[C:12]2[C:7](=[CH:8][CH:9]=[C:10]([N:13]([CH2:24][CH2:25][CH2:26][NH:27][CH2:28][C:29]3[CH:34]=[CH:33][CH:32]=[CH:31][CH:30]=3)[C:14](=[O:23])/[CH:15]=[CH:16]/[C:17]3[CH:22]=[CH:21][CH:20]=[CH:19][CH:18]=3)[CH:11]=2)[CH2:6][CH2:5]1)(=[O:3])[CH3:2]. The yield is 0.700. (4) The reactants are [Cl:1][C:2]1[CH:3]=[C:4]([O:18][CH3:19])[C:5]([NH:8][S:9]([C:12]2N=CN(C)[CH:16]=2)(=[O:11])=[O:10])=[N:6][CH:7]=1.[F:20][C:21]([F:34])([F:33])[O:22][C:23]1C=C(S(Cl)(=O)=O)[CH:26]=[CH:27][CH:28]=1.CN1C=C(S(Cl)(=O)=O)N=C1. No catalyst specified. The product is [Cl:1][C:2]1[CH:3]=[C:4]([O:18][CH3:19])[C:5]([NH:8][S:9]([C:12]2[CH:26]=[CH:27][CH:28]=[C:23]([O:22][C:21]([F:34])([F:33])[F:20])[CH:16]=2)(=[O:11])=[O:10])=[N:6][CH:7]=1. The yield is 0.280. (5) The reactants are [C:1]([C:4]1[CH:13]=[C:12]([Cl:14])[C:7]([C:8]([O:10][CH3:11])=[O:9])=[C:6]([Cl:15])[CH:5]=1)(=O)[NH2:2].FC(F)(F)C(OC(=O)C(F)(F)F)=O.N1C=CC=CC=1. The catalyst is O. The product is [Cl:14][C:12]1[CH:13]=[C:4]([C:1]#[N:2])[CH:5]=[C:6]([Cl:15])[C:7]=1[C:8]([O:10][CH3:11])=[O:9]. The yield is 0.610. (6) The reactants are [N:1]1[C:8](Cl)=[N:7][C:5](Cl)=[N:4][C:2]=1Cl.[F:10][C:11]1C=C(C=CC=1N)OC.CC[N:22]([CH:26]([CH3:28])[CH3:27])C(C)C.[CH:29]1([NH2:36])[CH2:35][CH2:34][CH2:33][CH2:32][CH2:31][CH2:30]1.[CH3:37][N:38]([CH3:42])[CH2:39][CH2:40][NH2:41].[C:43]([O:46][CH2:47][CH3:48])(=O)C. The catalyst is CC#N. The product is [CH:29]1([NH:36][C:2]2[N:4]=[C:5]([NH:41][CH2:40][CH2:39][N:38]([CH3:42])[CH3:37])[N:7]=[C:8]([NH:22][C:26]3[CH:27]=[CH:48][C:47]([O:46][CH3:43])=[C:11]([F:10])[CH:28]=3)[N:1]=2)[CH2:35][CH2:34][CH2:33][CH2:32][CH2:31][CH2:30]1. The yield is 0.280. (7) The reactants are [NH2:1][C:2]1[N:7]=[CH:6][C:5]([N:8]2[CH2:13][CH2:12][N:11]3[CH2:14][CH2:15][CH2:16][CH2:17][CH:10]3[C:9]2=[O:18])=[CH:4][CH:3]=1.[CH3:19][N:20]([CH3:38])[C:21]([C:23]1[N:32]([CH:33]2[CH2:37][CH2:36][CH2:35][CH2:34]2)[C:26]2[N:27]=[C:28](Cl)[N:29]=[CH:30][C:25]=2[CH:24]=1)=[O:22]. No catalyst specified. The product is [CH3:19][N:20]([CH3:38])[C:21]([C:23]1[N:32]([CH:33]2[CH2:37][CH2:36][CH2:35][CH2:34]2)[C:26]2[N:27]=[C:28]([NH:1][C:2]3[CH:3]=[CH:4][C:5]([N:8]4[CH2:13][CH2:12][N:11]5[CH2:14][CH2:15][CH2:16][CH2:17][CH:10]5[C:9]4=[O:18])=[CH:6][N:7]=3)[N:29]=[CH:30][C:25]=2[CH:24]=1)=[O:22]. The yield is 0.560. (8) The reactants are C(N1C=CN=C1)(N1C=CN=C1)=O.[N:13]1[C:22]2[C:17](=[CH:18][CH:19]=[CH:20][CH:21]=2)[N:16]=[CH:15][C:14]=1[C:23]([OH:25])=O.[CH:26]12[CH2:35][CH:30]3[CH2:31][CH:32]([CH2:34][CH:28]([CH2:29]3)[CH:27]1[NH2:36])[CH2:33]2. The catalyst is ClCCl. The product is [CH:26]12[CH2:35][CH:30]3[CH2:31][CH:32]([CH2:34][CH:28]([CH2:29]3)[CH:27]1[NH:36][C:23]([C:14]1[CH:15]=[N:16][C:17]3[C:22](=[CH:21][CH:20]=[CH:19][CH:18]=3)[N:13]=1)=[O:25])[CH2:33]2. The yield is 0.350.